Regression. Given a peptide amino acid sequence and an MHC pseudo amino acid sequence, predict their binding affinity value. This is MHC class I binding data. From a dataset of Peptide-MHC class I binding affinity with 185,985 pairs from IEDB/IMGT. (1) The peptide sequence is SILTNLIMI. The MHC is H-2-Db with pseudo-sequence H-2-Db. The binding affinity (normalized) is 0.487. (2) The peptide sequence is FPYSTFPII. The MHC is HLA-B08:01 with pseudo-sequence HLA-B08:01. The binding affinity (normalized) is 0.367. (3) The binding affinity (normalized) is 0.528. The peptide sequence is AEWLEMICF. The MHC is HLA-B18:01 with pseudo-sequence HLA-B18:01. (4) The peptide sequence is THLEVCFMY. The MHC is HLA-A03:01 with pseudo-sequence HLA-A03:01. The binding affinity (normalized) is 0.0847. (5) The peptide sequence is FDLFGITLY. The MHC is HLA-B15:01 with pseudo-sequence HLA-B15:01. The binding affinity (normalized) is 0.0847. (6) The peptide sequence is YLHRDIFDI. The MHC is HLA-A01:01 with pseudo-sequence HLA-A01:01. The binding affinity (normalized) is 0.0847. (7) The peptide sequence is CLIQKALF. The MHC is Mamu-B17 with pseudo-sequence Mamu-B17. The binding affinity (normalized) is 0.202.